Task: Regression/Classification. Given a drug SMILES string, predict its absorption, distribution, metabolism, or excretion properties. Task type varies by dataset: regression for continuous measurements (e.g., permeability, clearance, half-life) or binary classification for categorical outcomes (e.g., BBB penetration, CYP inhibition). For this dataset (ppbr_az), we predict Y.. Dataset: Plasma protein binding rate (PPBR) regression data from AstraZeneca The drug is Cc1ccc(S(=O)(=O)Nc2c(C(=O)N[C@@H](C)C(C)(C)C)c(C)nn2CC(F)(F)F)cc1. The Y is 98.6 %.